From a dataset of Catalyst prediction with 721,799 reactions and 888 catalyst types from USPTO. Predict which catalyst facilitates the given reaction. (1) Reactant: Br[C:2]1[CH:6]=[CH:5][S:4][CH:3]=1.[S:7]1[CH:11]=[CH:10][C:9](B(O)O)=[CH:8]1.P([O-])([O-])([O-])=O.[K+].[K+].[K+].C(O)CCC. Product: [S:4]1[CH:5]=[CH:6][C:2]([C:9]2[CH:10]=[CH:11][S:7][CH:8]=2)=[CH:3]1. The catalyst class is: 6. (2) Reactant: Cl[C:2]1[CH:7]=[C:6]([NH:8][CH2:9][C:10]2[CH:15]=[CH:14][CH:13]=[C:12]([N+:16]([O-])=O)[CH:11]=2)[CH:5]=[CH:4][N:3]=1.[H][H]. Product: [NH2:16][C:12]1[CH:11]=[C:10]([CH:15]=[CH:14][CH:13]=1)[CH2:9][NH:8][C:6]1[CH:5]=[CH:4][N:3]=[CH:2][CH:7]=1. The catalyst class is: 19. (3) Reactant: [C:1]([C:3]1[CH:8]=[CH:7][C:6]([CH2:9][C:10]([OH:12])=O)=[CH:5][CH:4]=1)#[N:2].[NH2:13][C:14]1[CH:19]=[C:18]([C:20]([C:22]2[C:30]3[CH:29]=[N:28][CH:27]=[N:26][C:25]=3[N:24]([C:31]([CH3:42])([CH3:41])[CH2:32][O:33][Si:34]([C:37]([CH3:40])([CH3:39])[CH3:38])([CH3:36])[CH3:35])[CH:23]=2)=[O:21])[CH:17]=[CH:16][N:15]=1.CN(C(ON1N=NC2C=CC=NC1=2)=[N+](C)C)C.F[P-](F)(F)(F)(F)F.C(=O)(O)[O-].[Na+]. Product: [C:1]([C:3]1[CH:4]=[CH:5][C:6]([CH2:9][C:10]([NH:13][C:14]2[CH:19]=[C:18]([C:20]([C:22]3[C:30]4[CH:29]=[N:28][CH:27]=[N:26][C:25]=4[N:24]([C:31]([CH3:42])([CH3:41])[CH2:32][O:33][Si:34]([C:37]([CH3:40])([CH3:39])[CH3:38])([CH3:35])[CH3:36])[CH:23]=3)=[O:21])[CH:17]=[CH:16][N:15]=2)=[O:12])=[CH:7][CH:8]=1)#[N:2]. The catalyst class is: 17. (4) Reactant: [S:1]1[CH:5]=[CH:4][C:3]([C:6]([OH:8])=O)=[CH:2]1.S(Cl)(Cl)=O.Cl.[CH2:14]([NH2:16])[CH3:15].N1C=CC=CC=1. Product: [CH2:14]([NH:16][C:6]([C:3]1[CH:4]=[CH:5][S:1][CH:2]=1)=[O:8])[CH3:15]. The catalyst class is: 85. (5) Reactant: [CH3:1][O:2][CH:3](OC)[CH2:4][CH2:5][C:6]1[CH:11]=[CH:10][C:9]([CH2:12][CH2:13][CH3:14])=[CH:8][CH:7]=1.P(=O)(O)(O)O.N1C=CC=CC=1. Product: [CH2:12]([C:9]1[CH:8]=[CH:7][C:6]([CH2:5][CH:4]=[CH:3][O:2][CH3:1])=[CH:11][CH:10]=1)[CH2:13][CH3:14]. The catalyst class is: 5.